Predict which catalyst facilitates the given reaction. From a dataset of Catalyst prediction with 721,799 reactions and 888 catalyst types from USPTO. (1) Reactant: [CH2:1]([O:8][C:9]1[CH:17]=[C:16]2[C:12]([C@H:13]([CH2:25][Cl:26])[CH2:14][N:15]2C(OC(C)(C)C)=O)=[C:11]2[C:27]([CH3:30])=[CH:28][S:29][C:10]=12)[C:2]1[CH:7]=[CH:6][CH:5]=[CH:4][CH:3]=1.Cl. Product: [CH2:1]([O:8][C:9]1[CH:17]=[C:16]2[C:12]([C@H:13]([CH2:25][Cl:26])[CH2:14][NH:15]2)=[C:11]2[C:27]([CH3:30])=[CH:28][S:29][C:10]=12)[C:2]1[CH:7]=[CH:6][CH:5]=[CH:4][CH:3]=1. The catalyst class is: 91. (2) Reactant: [F:1][C:2]1[CH:20]=[CH:19][CH:18]=[C:17]([F:21])[C:3]=1[C:4]([NH:6][C:7]1[CH:12]=[CH:11][C:10]([C:13](=O)[CH2:14][CH3:15])=[CH:9][N:8]=1)=[O:5].N1C=CC=CC=1.Cl.[NH2:29][OH:30].O. Product: [F:1][C:2]1[CH:20]=[CH:19][CH:18]=[C:17]([F:21])[C:3]=1[C:4]([NH:6][C:7]1[CH:12]=[CH:11][C:10](/[C:13](=[N:29]/[OH:30])/[CH2:14][CH3:15])=[CH:9][N:8]=1)=[O:5]. The catalyst class is: 8. (3) The catalyst class is: 557. Reactant: [CH3:1][C:2]1[CH:7]=[C:6]([O:8][CH2:9][CH2:10][CH2:11][S:12]([CH3:15])(=[O:14])=[O:13])[CH:5]=[C:4]([CH3:16])[C:3]=1[C:17]1[CH:22]=[CH:21][CH:20]=[C:19]([CH2:23][O:24][C:25]2[CH:30]=[CH:29][C:28]([C:31]3([CH2:42][C:43]([O:45][CH2:46][CH3:47])=[O:44])[CH2:34][N:33](C(OC(C)(C)C)=O)[CH2:32]3)=[CH:27][CH:26]=2)[CH:18]=1. Product: [CH3:16][C:4]1[CH:5]=[C:6]([O:8][CH2:9][CH2:10][CH2:11][S:12]([CH3:15])(=[O:14])=[O:13])[CH:7]=[C:2]([CH3:1])[C:3]=1[C:17]1[CH:22]=[CH:21][CH:20]=[C:19]([CH2:23][O:24][C:25]2[CH:26]=[CH:27][C:28]([C:31]3([CH2:42][C:43]([O:45][CH2:46][CH3:47])=[O:44])[CH2:34][NH:33][CH2:32]3)=[CH:29][CH:30]=2)[CH:18]=1. (4) Reactant: [C:1](Cl)(=[O:4])[CH:2]=[CH2:3].[NH2:6][C:7]1[C:8]2[C:15]([C:16]3[CH:17]=[CH:18][C:19]([Cl:23])=[C:20]([OH:22])[CH:21]=3)=[CH:14][N:13]([CH2:24][CH2:25][NH:26][CH2:27][C:28]3[CH:33]=[CH:32][C:31]([F:34])=[CH:30][CH:29]=3)[C:9]=2[N:10]=[CH:11][N:12]=1. The catalyst class is: 2. Product: [NH2:6][C:7]1[C:8]2[C:15]([C:16]3[CH:17]=[CH:18][C:19]([Cl:23])=[C:20]([OH:22])[CH:21]=3)=[CH:14][N:13]([CH2:24][CH2:25][N:26]([CH2:27][C:28]3[CH:29]=[CH:30][C:31]([F:34])=[CH:32][CH:33]=3)[C:1](=[O:4])[CH:2]=[CH2:3])[C:9]=2[N:10]=[CH:11][N:12]=1.